This data is from Catalyst prediction with 721,799 reactions and 888 catalyst types from USPTO. The task is: Predict which catalyst facilitates the given reaction. (1) Reactant: [F:1][C:2]1[CH:3]=[C:4]([C:14](OC)=[O:15])[C:5]([C:8]2[CH:13]=[CH:12][CH:11]=[CH:10][CH:9]=2)=[CH:6][CH:7]=1.[H-].[Al+3].[Li+].[H-].[H-].[H-]. Product: [F:1][C:2]1[CH:7]=[CH:6][C:5]([C:8]2[CH:13]=[CH:12][CH:11]=[CH:10][CH:9]=2)=[C:4]([CH2:14][OH:15])[CH:3]=1. The catalyst class is: 1. (2) Reactant: [CH:1]1([C:4]2[N:8]=[C:7]([C:9]3[N:10]=[CH:11][N:12]4[C:18]=3[CH2:17][NH:16][C:15](=O)[C:14]3[CH:20]=[C:21]([O:24][CH3:25])[CH:22]=[CH:23][C:13]4=3)[O:6][N:5]=2)[CH2:3][CH2:2]1.CN(C)C1C=CC(C)=CC=1.P(Br)(Br)(Br)=O.[NH2:41][NH2:42]. Product: [CH:1]1([C:4]2[N:8]=[C:7]([C:9]3[N:10]=[CH:11][N:12]4[C:18]=3[CH2:17][N:16]=[C:15]([NH:41][NH2:42])[C:14]3[CH:20]=[C:21]([O:24][CH3:25])[CH:22]=[CH:23][C:13]4=3)[O:6][N:5]=2)[CH2:3][CH2:2]1. The catalyst class is: 11. (3) Reactant: [C:1]([N:9]1[CH2:13][C@H:12]([O:14][CH2:15][C:16]2[CH:21]=[CH:20][CH:19]=[CH:18][CH:17]=2)[CH2:11][C@H:10]1[C:22]1[N:23]([CH3:42])[C:24](=[O:41])[C:25]([O:32]C(=O)C2C=CC=CC=2)=[C:26]([C:28]([O:30]C)=O)[N:27]=1)(=[O:8])[C:2]1[CH:7]=[CH:6][CH:5]=[CH:4][CH:3]=1.[F:43][C:44]1[CH:51]=[CH:50][C:47]([CH2:48][NH2:49])=[CH:46][CH:45]=1. Product: [C:1]([N:9]1[CH2:13][C@H:12]([O:14][CH2:15][C:16]2[CH:21]=[CH:20][CH:19]=[CH:18][CH:17]=2)[CH2:11][C@H:10]1[C:22]1[N:23]([CH3:42])[C:24](=[O:41])[C:25]([OH:32])=[C:26]([C:28]([NH:49][CH2:48][C:47]2[CH:50]=[CH:51][C:44]([F:43])=[CH:45][CH:46]=2)=[O:30])[N:27]=1)(=[O:8])[C:2]1[CH:7]=[CH:6][CH:5]=[CH:4][CH:3]=1. The catalyst class is: 5. (4) The catalyst class is: 10. Reactant: [CH3:1][O:2][C:3]([C:5]1[C:10]([CH2:11]Br)=[CH:9][C:8]([Br:13])=[CH:7][N:6]=1)=[O:4].C(=O)([O-])[O-].[K+].[K+].Cl.[C:21]([O:25][NH2:26])([CH3:24])([CH3:23])[CH3:22]. Product: [CH3:1][O:2][C:3]([C:5]1[C:10]([CH2:11][NH:26][O:25][C:21]([CH3:24])([CH3:23])[CH3:22])=[CH:9][C:8]([Br:13])=[CH:7][N:6]=1)=[O:4]. (5) Reactant: [NH:1]1[C:11]2[C:6](=[CH:7][CH:8]=[CH:9][CH:10]=2)[C:4](=O)[C:2]1=[O:3].[OH:12][C:13]1[CH:18]=[CH:17][C:16]([CH:19]([CH3:24])[C:20]([NH:22][NH2:23])=[O:21])=[CH:15][CH:14]=1. Product: [O:3]=[C:2]1[NH:1][C:11]2[C:6](/[C:4]/1=[N:23]/[NH:22][C:20](=[O:21])[CH:19]([C:16]1[CH:17]=[CH:18][C:13]([OH:12])=[CH:14][CH:15]=1)[CH3:24])=[CH:7][CH:8]=[CH:9][CH:10]=2. The catalyst class is: 8.